The task is: Predict the product of the given reaction.. This data is from Forward reaction prediction with 1.9M reactions from USPTO patents (1976-2016). (1) The product is: [CH:1]1([N:7]2[CH2:13][C:12]([F:14])([F:15])[C:11](=[O:16])[N:10]([CH3:17])[C:9]3[CH:18]=[N:19][C:20]([NH:22][C:23]4[CH:31]=[CH:30][C:26]([C:27]([NH:58][CH2:59][C@@H:60]([OH:62])[CH3:61])=[O:28])=[CH:25][C:24]=4[O:32][CH3:33])=[N:21][C:8]2=3)[CH2:2][CH2:3][CH2:4][CH2:5][CH2:6]1. Given the reactants [CH:1]1([N:7]2[CH2:13][C:12]([F:15])([F:14])[C:11](=[O:16])[N:10]([CH3:17])[C:9]3[CH:18]=[N:19][C:20]([NH:22][C:23]4[CH:31]=[CH:30][C:26]([C:27](O)=[O:28])=[CH:25][C:24]=4[O:32][CH3:33])=[N:21][C:8]2=3)[CH2:6][CH2:5][CH2:4][CH2:3][CH2:2]1.CN(C(ON1N=NC2C=CC=NC1=2)=[N+](C)C)C.F[P-](F)(F)(F)(F)F.[NH2:58][CH2:59][C@H:60]([OH:62])[CH3:61], predict the reaction product. (2) Given the reactants C([O:8][C:9](=[O:38])[CH2:10][N:11](C(OCC1C=CC=CC=1)=O)[CH:12]1[CH2:17][CH2:16][N:15]([CH2:18][CH2:19][NH:20][C:21]([O:23][C:24]([CH3:27])([CH3:26])[CH3:25])=[O:22])[CH2:14][CH2:13]1)C1C=CC=CC=1, predict the reaction product. The product is: [C:24]([O:23][C:21]([NH:20][CH2:19][CH2:18][N:15]1[CH2:14][CH2:13][CH:12]([NH:11][CH2:10][C:9]([OH:38])=[O:8])[CH2:17][CH2:16]1)=[O:22])([CH3:27])([CH3:25])[CH3:26].